From a dataset of Full USPTO retrosynthesis dataset with 1.9M reactions from patents (1976-2016). Predict the reactants needed to synthesize the given product. (1) Given the product [CH2:44]([O:43][C:42](=[O:51])[NH:41][CH:14]1[C:15](=[O:40])[N:16]2[CH:17]([CH2:18][C:19]3[CH:24]=[CH:23][C:22]([Cl:25])=[CH:21][CH:20]=3)[C:26](=[O:39])[N:27]([CH:28]([CH3:29])[CH3:30])[CH2:31][CH:32]2[N:12]([S:9]([C:3]2[CH:4]=[CH:5][C:6]([Cl:8])=[CH:7][C:2]=2[Cl:1])(=[O:10])=[O:11])[CH2:13]1)[C:45]1[CH:46]=[CH:47][CH:48]=[CH:49][CH:50]=1, predict the reactants needed to synthesize it. The reactants are: [Cl:1][C:2]1[CH:7]=[C:6]([Cl:8])[CH:5]=[CH:4][C:3]=1[S:9]([NH:12][CH2:13][CH:14]([NH:41][C:42](=[O:51])[O:43][CH2:44][C:45]1[CH:50]=[CH:49][CH:48]=[CH:47][CH:46]=1)[C:15](=[O:40])[NH:16][CH:17]([C:26](=[O:39])[N:27]([CH2:31][CH:32](OCC)OCC)[CH:28]([CH3:30])[CH3:29])[CH2:18][C:19]1[CH:24]=[CH:23][C:22]([Cl:25])=[CH:21][CH:20]=1)(=[O:11])=[O:10]. (2) The reactants are: FC(F)(F)S(O[C@H:7]([CH2:18][C:19]1[CH:24]=[CH:23][CH:22]=[C:21]([CH3:25])[CH:20]=1)[C:8]([O:10][CH2:11][C:12]1[CH:17]=[CH:16][CH:15]=[CH:14][CH:13]=1)=[O:9])(=O)=O.[NH2:28][C:29]1[CH:30]=[C:31]([CH:36]=[CH:37][CH:38]=1)[C:32]([O:34][CH3:35])=[O:33]. Given the product [CH3:35][O:34][C:32]([C:31]1[CH:30]=[C:29]([NH:28][C@@H:7]([CH2:18][C:19]2[CH:24]=[CH:23][CH:22]=[C:21]([CH3:25])[CH:20]=2)[C:8]([O:10][CH2:11][C:12]2[CH:17]=[CH:16][CH:15]=[CH:14][CH:13]=2)=[O:9])[CH:38]=[CH:37][CH:36]=1)=[O:33], predict the reactants needed to synthesize it. (3) Given the product [S:13]([CH:5]([CH2:6][C:7]([O-:11])=[O:8])[C:4]([O-:9])=[O:10])([OH:15])(=[O:14])=[O:16].[Na+:12].[Na+:12], predict the reactants needed to synthesize it. The reactants are: C1OC1.[C:4]1(=[O:10])[O:9][C:7](=[O:8])[CH:6]=[CH:5]1.[OH-:11].[Na+:12].[S:13](=[O:16])([OH:15])[O-:14].[Na+]. (4) Given the product [CH3:1][C:2]([C:4]1[CH:9]=[CH:8][C:7]([O:10][CH2:19][CH:18]=[CH2:17])=[CH:6][CH:5]=1)=[O:3], predict the reactants needed to synthesize it. The reactants are: [CH3:1][C:2]([C:4]1[CH:5]=[CH:6][C:7]([OH:10])=[CH:8][CH:9]=1)=[O:3].C(=O)([O-])[O-].[K+].[K+].[CH2:17](Br)[CH:18]=[CH2:19]. (5) Given the product [C:1]([C:4]1[C:22](=[O:23])[C@@:8]2([CH3:24])[C:9]3[C:15]([OH:16])=[CH:14][C:13]([O:17][CH3:18])=[C:12]([C:19]([NH:21][CH2:40][C:29]4[C:30]5[C:35](=[CH:34][C:33]([F:38])=[CH:32][C:31]=5[F:39])[CH:36]=[CH:37][C:28]=4[CH2:26][CH3:27])=[O:20])[C:10]=3[O:11][C:7]2=[CH:6][C:5]=1[OH:25])(=[O:3])[CH3:2], predict the reactants needed to synthesize it. The reactants are: [C:1]([C:4]1[C:22](=[O:23])[C@@:8]2([CH3:24])[C:9]3[C:15]([OH:16])=[CH:14][C:13]([O:17][CH3:18])=[C:12]([C:19]([NH2:21])=[O:20])[C:10]=3[O:11][C:7]2=[CH:6][C:5]=1[OH:25])(=[O:3])[CH3:2].[CH2:26]([C:28]1[CH:37]=[CH:36][C:35]2[C:30](=[C:31]([F:39])[CH:32]=[C:33]([F:38])[CH:34]=2)[C:29]=1[CH:40]=O)[CH3:27].C([SiH](CC)CC)C.FC(F)(F)C(O)=O. (6) Given the product [C:5]([N:21]1[CH2:22][CH2:23][N:24]([C:27]2[CH:28]=[CH:29][C:30]([NH:31][C:32]3[N:37]=[C:36]([C:38]4[N:42]([CH:43]([CH3:45])[CH3:44])[C:41]([CH3:46])=[N:40][CH:39]=4)[CH:35]=[CH:34][N:33]=3)=[CH:48][CH:49]=2)[CH2:25][CH2:26]1)(=[O:6])[CH3:4], predict the reactants needed to synthesize it. The reactants are: CN(C)/C=[CH:4]/[C:5](C1N(C(C)C)C(C)=NC=1)=[O:6].S([N:21]1[CH2:26][CH2:25][N:24]([C:27]2[CH:49]=[CH:48][C:30]([NH:31][C:32]3[N:37]=[C:36]([C:38]4[N:42]([CH:43]([CH3:45])[CH3:44])[C:41]([CH3:46])=[N:40][CH:39]=4)[C:35](Cl)=[CH:34][N:33]=3)=[CH:29][CH:28]=2)[CH2:23][CH2:22]1)(C)(=O)=O. (7) Given the product [OH:8][C:9]1[CH:23]=[CH:22][C:12]([CH2:13][CH:14]2[O:18][C:17]([CH3:20])([CH3:19])[O:16][C:15]2=[O:21])=[CH:11][CH:10]=1, predict the reactants needed to synthesize it. The reactants are: C([O:8][C:9]1[CH:23]=[CH:22][C:12]([CH2:13][CH:14]2[O:18][C:17]([CH3:20])([CH3:19])[O:16][C:15]2=[O:21])=[CH:11][CH:10]=1)C1C=CC=CC=1. (8) Given the product [F:1][C:2]1[C:11]([OH:12])=[C:10]2[C:5]([CH:6]=[CH:7][CH:8]=[N:9]2)=[C:4]([I:13])[CH:3]=1, predict the reactants needed to synthesize it. The reactants are: [F:1][C:2]1[C:11]([OH:12])=[C:10]2[C:5]([CH:6]=[CH:7][CH:8]=[N:9]2)=[CH:4][CH:3]=1.[I:13]N1C(=O)CCC1=O.